Predict the product of the given reaction. From a dataset of Forward reaction prediction with 1.9M reactions from USPTO patents (1976-2016). (1) The product is: [CH3:39][C:15]1[C:14]([NH:13][C:11]([O:10][C@@H:8]([C:3]2[CH:4]=[CH:5][CH:6]=[CH:7][C:2]=2[Sn:41]([CH3:47])([CH3:46])[CH3:40])[CH3:9])=[O:12])=[C:18]([C:19]2[CH:24]=[CH:23][C:22]([C:25]3[CH:30]=[CH:29][C:28]([C:31]4([C:34]([O:36][CH2:37][CH3:38])=[O:35])[CH2:33][CH2:32]4)=[CH:27][CH:26]=3)=[CH:21][CH:20]=2)[O:17][N:16]=1. Given the reactants Br[C:2]1[CH:7]=[CH:6][CH:5]=[CH:4][C:3]=1[C@H:8]([O:10][C:11]([NH:13][C:14]1[C:15]([CH3:39])=[N:16][O:17][C:18]=1[C:19]1[CH:24]=[CH:23][C:22]([C:25]2[CH:30]=[CH:29][C:28]([C:31]3([C:34]([O:36][CH2:37][CH3:38])=[O:35])[CH2:33][CH2:32]3)=[CH:27][CH:26]=2)=[CH:21][CH:20]=1)=[O:12])[CH3:9].[CH3:40][Sn:41]([CH3:47])([CH3:46])[Sn:41]([CH3:47])([CH3:46])[CH3:40], predict the reaction product. (2) Given the reactants [CH:1]1([C:7]2[CH:12]=[CH:11][C:10]([OH:13])=[CH:9][CH:8]=2)[CH2:6][CH2:5][CH2:4][CH2:3][CH2:2]1.Br[CH2:15][CH2:16][O:17][CH2:18][C:19]1[CH:24]=[CH:23][CH:22]=[CH:21][CH:20]=1.C(=O)([O-])[O-].[K+].[K+], predict the reaction product. The product is: [CH2:18]([O:17][CH2:16][CH2:15][O:13][C:10]1[CH:9]=[CH:8][C:7]([CH:1]2[CH2:2][CH2:3][CH2:4][CH2:5][CH2:6]2)=[CH:12][CH:11]=1)[C:19]1[CH:24]=[CH:23][CH:22]=[CH:21][CH:20]=1. (3) The product is: [CH2:11]1[C:10]2[C:33](=[CH:34][CH:35]=[CH:36][CH:37]=2)[CH2:14][CH2:13][N:12]1[CH2:15][CH2:16][CH2:17][CH2:18][O:19][C:20]1[CH:29]=[CH:28][C:27]2[C:22](=[C:23]([OH:30])[CH:24]=[CH:25][CH:26]=2)[N:21]=1. Given the reactants ClC1C(Cl)=CC=CC=1N1[CH2:14][CH2:13][N:12]([CH2:15][CH2:16][CH2:17][CH2:18][O:19][C:20]2[CH:29]=[CH:28][C:27]3[C:22](=[C:23]([OH:30])[CH:24]=[CH:25][CH:26]=3)[N:21]=2)[CH2:11][CH2:10]1.C1C2[C:35](=[CH:36][CH:37]=CC=2)[CH2:34][CH2:33]N1, predict the reaction product. (4) Given the reactants [I:1][C:2]1[CH:3]=[C:4]([CH:6]=[CH:7][C:8]=1[O:9][CH3:10])[NH2:5].[Cl:11][C:12]1[N:17]=[C:16](Cl)[C:15]([Cl:19])=[CH:14][N:13]=1.C(=O)([O-])[O-].[K+].[K+], predict the reaction product. The product is: [Cl:11][C:12]1[N:17]=[C:16]([NH:5][C:4]2[CH:6]=[CH:7][C:8]([O:9][CH3:10])=[C:2]([I:1])[CH:3]=2)[C:15]([Cl:19])=[CH:14][N:13]=1. (5) Given the reactants [Cl:1][C:2]1[CH:10]=[CH:9][C:8]([C:11]2[CH:12]=[CH:13][C:14]([C:46]#CC3CCCN3C(OC(C)(C)C)=O)=[N:15][C:16]=2[C@@H:17]([NH:27][C:28](=[O:45])[CH2:29][N:30]2[C:34]3[C:35]([F:40])([F:39])[C@@H:36]4[CH2:38][C@@H:37]4[C:33]=3[C:32]([C:41]([F:44])([F:43])[F:42])=[N:31]2)[CH2:18][C:19]2[CH:24]=[C:23]([F:25])[CH:22]=[C:21]([F:26])[CH:20]=2)=[C:7]2[C:3]=1[C:4]([NH:61][S:62]([CH3:65])(=[O:64])=[O:63])=[N:5][N:6]2[CH3:60].[O:66]1[CH:70]=[CH:69][CH:68]=[C:67]1[C:71]([OH:75])([C:73]#C)[CH3:72], predict the reaction product. The product is: [Cl:1][C:2]1[CH:10]=[CH:9][C:8]([C:11]2[C:16]([C@@H:17]([NH:27][C:28](=[O:45])[CH2:29][N:30]3[C:34]4[C:35]([F:40])([F:39])[C@@H:36]5[CH2:38][C@@H:37]5[C:33]=4[C:32]([C:41]([F:44])([F:43])[F:42])=[N:31]3)[CH2:18][C:19]3[CH:20]=[C:21]([F:26])[CH:22]=[C:23]([F:25])[CH:24]=3)=[N:15][C:14]([C:46]#[C:72][C:71]([C:67]3[O:66][CH:70]=[CH:69][CH:68]=3)([OH:75])[CH3:73])=[CH:13][CH:12]=2)=[C:7]2[C:3]=1[C:4]([NH:61][S:62]([CH3:65])(=[O:64])=[O:63])=[N:5][N:6]2[CH3:60]. (6) Given the reactants [NH:1]1[CH2:6][CH2:5][CH:4]([OH:7])[CH2:3][CH2:2]1.C(O)(=O)C.[F:12][C:13]1[CH:28]=[CH:27][C:16]([C:17]([N:19]([CH3:26])[C@@H:20]([CH:23]([CH3:25])[CH3:24])[CH:21]=O)=[O:18])=[CH:15][C:14]=1[CH3:29].[Na].[OH-].[Na+], predict the reaction product. The product is: [F:12][C:13]1[CH:28]=[CH:27][C:16]([C:17]([N:19]([C@@H:20]([CH:23]([CH3:24])[CH3:25])[CH2:21][N:1]2[CH2:6][CH2:5][CH:4]([OH:7])[CH2:3][CH2:2]2)[CH3:26])=[O:18])=[CH:15][C:14]=1[CH3:29]. (7) Given the reactants [OH-].[Na+].[Cl:3][C:4]1[CH:5]=[C:6]([C:14]2[O:18][N:17]=[C:16]([C:19]3[CH:20]=[CH:21][CH:22]=[C:23]4[C:27]=3[NH:26][CH:25]=[C:24]4[CH2:28][CH2:29][C:30]([O:32]CC)=[O:31])[N:15]=2)[CH:7]=[N:8][C:9]=1[O:10][CH:11]([CH3:13])[CH3:12].Cl, predict the reaction product. The product is: [Cl:3][C:4]1[CH:5]=[C:6]([C:14]2[O:18][N:17]=[C:16]([C:19]3[CH:20]=[CH:21][CH:22]=[C:23]4[C:27]=3[NH:26][CH:25]=[C:24]4[CH2:28][CH2:29][C:30]([OH:32])=[O:31])[N:15]=2)[CH:7]=[N:8][C:9]=1[O:10][CH:11]([CH3:13])[CH3:12].